From a dataset of Full USPTO retrosynthesis dataset with 1.9M reactions from patents (1976-2016). Predict the reactants needed to synthesize the given product. (1) Given the product [C:11]([NH:15][C:2]1[CH:7]=[CH:6][CH:5]=[CH:4][C:3]=1[N+:8]([O-:10])=[O:9])([CH3:14])([CH3:13])[CH3:12], predict the reactants needed to synthesize it. The reactants are: F[C:2]1[CH:7]=[CH:6][CH:5]=[CH:4][C:3]=1[N+:8]([O-:10])=[O:9].[C:11]([NH2:15])([CH3:14])([CH3:13])[CH3:12].C(=O)([O-])[O-].[K+].[K+].O. (2) Given the product [F:23][C:20]1[CH:21]=[CH:22][C:17]([O:16][CH2:15][CH2:14][NH:13][C:3]2[CH:2]=[CH:12][C:6]([C:7]([O:9][CH2:10][CH3:11])=[O:8])=[CH:5][N:4]=2)=[CH:18][CH:19]=1, predict the reactants needed to synthesize it. The reactants are: Cl[C:2]1[C:3]([NH:13][CH2:14][CH2:15][O:16][C:17]2[CH:22]=[CH:21][C:20]([F:23])=[CH:19][CH:18]=2)=[N:4][CH:5]=[C:6]([CH:12]=1)[C:7]([O:9][CH2:10][CH3:11])=[O:8].CCN(CC)CC.CO. (3) Given the product [CH3:14][S:13][C:10]1[N:9]=[C:8]([C:18]2[CH:19]=[CH:20][CH:21]=[C:16]([Cl:15])[CH:17]=2)[S:12][N:11]=1, predict the reactants needed to synthesize it. The reactants are: COCCOC.Cl[C:8]1[S:12][N:11]=[C:10]([S:13][CH3:14])[N:9]=1.[Cl:15][C:16]1[CH:21]=[CH:20][CH:19]=[CH:18][C:17]=1B(O)O.C(=O)([O-])[O-].[Na+].[Na+]. (4) Given the product [CH3:35][O:34][C:31]1[CH:30]=[CH:29][C:28]([C:27]2[N:17]3[N:16]=[C:15]([NH:14][C:11]4[CH:10]=[CH:9][C:8]([C:7]([OH:36])=[O:6])=[CH:13][CH:12]=4)[C:24]4[C:19]([C:18]3=[N:25][N:26]=2)=[CH:20][CH:21]=[CH:22][CH:23]=4)=[CH:33][CH:32]=1, predict the reactants needed to synthesize it. The reactants are: C[O-].[Na+].[Na].C[O:6][C:7](=[O:36])[C:8]1[CH:13]=[CH:12][C:11]([NH:14][C:15]2[C:24]3[C:19](=[CH:20][CH:21]=[CH:22][CH:23]=3)[C:18]3=[N:25][N:26]=[C:27]([C:28]4[CH:33]=[CH:32][C:31]([O:34][CH3:35])=[CH:30][CH:29]=4)[N:17]3[N:16]=2)=[CH:10][CH:9]=1.C(NC(C)C)(C)C. (5) Given the product [CH3:2][O:3][C:4](=[O:15])[C@@H:5]([NH:14][C:31](=[O:32])[C:30]1[CH:34]=[C:35]([Cl:39])[C:36]([Cl:38])=[CH:37][C:29]=1[NH:28][S:25]([C:21]1[C:18]2=[N:19][S:20][N:16]=[C:17]2[CH:24]=[CH:23][CH:22]=1)(=[O:27])=[O:26])[CH2:6][C:7]1[CH:12]=[CH:11][C:10]([Cl:13])=[CH:9][CH:8]=1, predict the reactants needed to synthesize it. The reactants are: Cl.[CH3:2][O:3][C:4](=[O:15])[C@@H:5]([NH2:14])[CH2:6][C:7]1[CH:12]=[CH:11][C:10]([Cl:13])=[CH:9][CH:8]=1.[N:16]1[S:20][N:19]=[C:18]2[C:21]([S:25]([NH:28][C:29]3[CH:37]=[C:36]([Cl:38])[C:35]([Cl:39])=[CH:34][C:30]=3[C:31](O)=[O:32])(=[O:27])=[O:26])=[CH:22][CH:23]=[CH:24][C:17]=12. (6) Given the product [N+:15]([C:5]1[C:6]([NH:8][CH2:9][C:10]([O:12][CH2:13][CH3:14])=[O:11])=[N:7][C:2]([C:24]2[CH:23]=[CH:22][CH:21]=[C:20]([C:19]([F:30])([F:29])[F:18])[CH:25]=2)=[CH:3][CH:4]=1)([O-:17])=[O:16], predict the reactants needed to synthesize it. The reactants are: Cl[C:2]1[N:7]=[C:6]([NH:8][CH2:9][C:10]([O:12][CH2:13][CH3:14])=[O:11])[C:5]([N+:15]([O-:17])=[O:16])=[CH:4][CH:3]=1.[F:18][C:19]([F:30])([F:29])[C:20]1[CH:21]=[C:22](B(O)O)[CH:23]=[CH:24][CH:25]=1.C(=O)([O-])[O-].[Cs+].[Cs+]. (7) Given the product [CH3:49][C:32]1[C:33]([C:36]([N:38]2[CH2:43][CH2:42][CH:41]([N:44]3[CH2:48][CH2:47][CH2:46][CH2:45]3)[CH2:40][CH2:39]2)=[O:37])=[N:34][CH:35]=[C:30]([C:25]2[CH:26]=[CH:27][CH:28]=[CH:23][C:24]=2[C:18]([F:21])([F:20])[F:19])[CH:31]=1, predict the reactants needed to synthesize it. The reactants are: COC(C1C(C)=CC(C2C=CC=C([C:18]([F:21])([F:20])[F:19])C=2)=CN=1)=O.Cl[C:23]1[CH:24]=[C:25]([C:30]2[CH:31]=[C:32]([CH3:49])[C:33]([C:36]([N:38]3[CH2:43][CH2:42][CH:41]([N:44]4[CH2:48][CH2:47][CH2:46][CH2:45]4)[CH2:40][CH2:39]3)=[O:37])=[N:34][CH:35]=2)[CH:26]=[CH:27][C:28]=1Cl.FC(F)(F)C1C=CC=CC=1B(O)O.C(=O)([O-])[O-].[Na+].[Na+]. (8) Given the product [OH:30][CH2:29][C:28]([NH:27][C:14]([C:13]1[C:9]([C:7]2[S:6][C:5]3[CH:25]=[CH:26][C:2]([CH3:1])=[CH:3][C:4]=3[CH:8]=2)=[N:10][N:11]([CH2:17][O:18][CH2:19][CH2:20][Si:21]([CH3:24])([CH3:22])[CH3:23])[CH:12]=1)=[O:15])([CH3:32])[CH3:31], predict the reactants needed to synthesize it. The reactants are: [CH3:1][C:2]1[CH:26]=[CH:25][C:5]2[S:6][C:7]([C:9]3[C:13]([C:14](O)=[O:15])=[CH:12][N:11]([CH2:17][O:18][CH2:19][CH2:20][Si:21]([CH3:24])([CH3:23])[CH3:22])[N:10]=3)=[CH:8][C:4]=2[CH:3]=1.[NH2:27][C:28]([CH3:32])([CH3:31])[CH2:29][OH:30].CN(C(ON1N=NC2C=CC=NC1=2)=[N+](C)C)C.F[P-](F)(F)(F)(F)F.CCN(C(C)C)C(C)C.